From a dataset of NCI-60 drug combinations with 297,098 pairs across 59 cell lines. Regression. Given two drug SMILES strings and cell line genomic features, predict the synergy score measuring deviation from expected non-interaction effect. (1) Drug 1: C(=O)(N)NO. Drug 2: CN1C2=C(C=C(C=C2)N(CCCl)CCCl)N=C1CCCC(=O)O.Cl. Cell line: SNB-75. Synergy scores: CSS=0.949, Synergy_ZIP=2.62, Synergy_Bliss=4.98, Synergy_Loewe=1.29, Synergy_HSA=1.96. (2) Drug 1: CNC(=O)C1=NC=CC(=C1)OC2=CC=C(C=C2)NC(=O)NC3=CC(=C(C=C3)Cl)C(F)(F)F. Drug 2: C1=CN(C=N1)CC(O)(P(=O)(O)O)P(=O)(O)O. Cell line: M14. Synergy scores: CSS=1.34, Synergy_ZIP=2.11, Synergy_Bliss=2.89, Synergy_Loewe=0.950, Synergy_HSA=-0.524. (3) Drug 1: CN(C)N=NC1=C(NC=N1)C(=O)N. Drug 2: CCC1(CC2CC(C3=C(CCN(C2)C1)C4=CC=CC=C4N3)(C5=C(C=C6C(=C5)C78CCN9C7C(C=CC9)(C(C(C8N6C)(C(=O)OC)O)OC(=O)C)CC)OC)C(=O)OC)O.OS(=O)(=O)O. Cell line: SK-MEL-28. Synergy scores: CSS=9.57, Synergy_ZIP=-6.73, Synergy_Bliss=-7.84, Synergy_Loewe=-40.4, Synergy_HSA=-9.60. (4) Drug 1: C1CC(=O)NC(=O)C1N2CC3=C(C2=O)C=CC=C3N. Drug 2: CC1CCC2CC(C(=CC=CC=CC(CC(C(=O)C(C(C(=CC(C(=O)CC(OC(=O)C3CCCCN3C(=O)C(=O)C1(O2)O)C(C)CC4CCC(C(C4)OC)O)C)C)O)OC)C)C)C)OC. Cell line: SN12C. Synergy scores: CSS=22.6, Synergy_ZIP=-8.01, Synergy_Bliss=-3.12, Synergy_Loewe=-17.0, Synergy_HSA=1.96.